Task: Regression. Given a peptide amino acid sequence and an MHC pseudo amino acid sequence, predict their binding affinity value. This is MHC class I binding data.. Dataset: Peptide-MHC class I binding affinity with 185,985 pairs from IEDB/IMGT (1) The peptide sequence is NTQGYFPDWQ. The MHC is HLA-A01:01 with pseudo-sequence HLA-A01:01. The binding affinity (normalized) is 0. (2) The peptide sequence is YCNYTRFWYI. The MHC is HLA-A02:01 with pseudo-sequence HLA-A02:01. The binding affinity (normalized) is 0.466.